From a dataset of Catalyst prediction with 721,799 reactions and 888 catalyst types from USPTO. Predict which catalyst facilitates the given reaction. (1) Reactant: Cl.Cl.[NH:3]1[CH2:7][CH2:6][CH2:5][NH:4]1.CO[C:10](=[O:30])[CH:11]([O:22][C:23]1[CH:28]=[CH:27][CH:26]=[CH:25][C:24]=1[CH3:29])[C:12]([C:14]1[CH:19]=[CH:18][N:17]=[C:16]([S:20][CH3:21])[N:15]=1)=O. Product: [CH3:21][S:20][C:16]1[N:15]=[C:14]([C:12]2[N:4]3[CH2:5][CH2:6][CH2:7][N:3]3[C:10](=[O:30])[C:11]=2[O:22][C:23]2[CH:28]=[CH:27][CH:26]=[CH:25][C:24]=2[CH3:29])[CH:19]=[CH:18][N:17]=1. The catalyst class is: 17. (2) The catalyst class is: 8. Reactant: [F:1][C:2]1[CH:17]=[CH:16][CH:15]=[C:14]([F:18])[C:3]=1[CH2:4][O:5][C:6]1[C:7]([NH2:13])=[N:8][CH:9]=[C:10]([CH3:12])[CH:11]=1.Cl[CH:20]([C:26](=O)[C:27]([F:30])([F:29])[F:28])[C:21]([O:23][CH2:24][CH3:25])=[O:22]. Product: [F:1][C:2]1[CH:17]=[CH:16][CH:15]=[C:14]([F:18])[C:3]=1[CH2:4][O:5][C:6]1[C:7]2[N:8]([C:20]([C:21]([O:23][CH2:24][CH3:25])=[O:22])=[C:26]([C:27]([F:28])([F:30])[F:29])[N:13]=2)[CH:9]=[C:10]([CH3:12])[CH:11]=1.